From a dataset of Forward reaction prediction with 1.9M reactions from USPTO patents (1976-2016). Predict the product of the given reaction. (1) Given the reactants [OH:1][C:2]1[CH:7]=[C:6]([OH:8])[C:5]([C:9]2[CH:14]=[CH:13][CH:12]=[C:11]([O:15][CH3:16])[CH:10]=2)=[C:4]([CH2:17][CH2:18][O:19][CH3:20])[C:3]=1[C:21](=O)[CH3:22].C(N(CC)CC)C.C(Cl)(=O)OC.[BH4-].[Na+].Cl, predict the reaction product. The product is: [CH2:21]([C:3]1[C:2]([OH:1])=[CH:7][C:6]([OH:8])=[C:5]([C:9]2[CH:14]=[CH:13][CH:12]=[C:11]([O:15][CH3:16])[CH:10]=2)[C:4]=1[CH2:17][CH2:18][O:19][CH3:20])[CH3:22]. (2) Given the reactants [F:1][C:2]1[CH:30]=[CH:29][C:5]([CH2:6][N:7]([CH2:16][C:17]2[CH:22]=[CH:21][C:20]([C:23]3[CH:24]=[N:25][CH:26]=[CH:27][CH:28]=3)=[CH:19][CH:18]=2)[C:8]2[S:9][C:10](C(O)=O)=[CH:11][N:12]=2)=[CH:4][CH:3]=1.C(Cl)(=O)C(Cl)=O.C[N:38](C)[CH:39]=[O:40].C[Si](N=[N+]=[N-])(C)C, predict the reaction product. The product is: [F:1][C:2]1[CH:30]=[CH:29][C:5]([CH2:6][N:7]([CH2:16][C:17]2[CH:18]=[CH:19][C:20]([C:23]3[CH:24]=[N:25][CH:26]=[CH:27][CH:28]=3)=[CH:21][CH:22]=2)[C:8]2[S:9][C:10]([N:38]=[C:39]=[O:40])=[CH:11][N:12]=2)=[CH:4][CH:3]=1. (3) Given the reactants [C:1]([CH2:3][C:4]([OH:6])=O)#[N:2].N1C=CC=CC=1C1C=CC=CN=1.C([Li])CCC.[Cl:24][C:25]1[CH:32]=[CH:31][C:28](CCl)=[CH:27][N:26]=1.Cl, predict the reaction product. The product is: [Cl:24][C:25]1[CH:32]=[CH:31][C:28]([C:4](=[O:6])[CH2:3][C:1]#[N:2])=[CH:27][N:26]=1.